Dataset: Full USPTO retrosynthesis dataset with 1.9M reactions from patents (1976-2016). Task: Predict the reactants needed to synthesize the given product. (1) The reactants are: [CH2:1]([Al:5](CC(C)C)[CH2:6][CH:7]([CH3:9])[CH3:8])[CH:2]([CH3:4])[CH3:3].[CH2:14]([OH:16])[CH3:15]. Given the product [O-:16][CH2:14][CH3:15].[CH2:1]([Al+:5][CH2:6][CH:7]([CH3:9])[CH3:8])[CH:2]([CH3:4])[CH3:3], predict the reactants needed to synthesize it. (2) Given the product [CH3:18][O:8][C:7]([C:5]1[S:6][C:2]([CH3:1])=[C:3]([N+:10]([O-:12])=[O:11])[CH:4]=1)=[O:9], predict the reactants needed to synthesize it. The reactants are: [CH3:1][C:2]1[S:6][C:5]([C:7]([OH:9])=[O:8])=[CH:4][C:3]=1[N+:10]([O-:12])=[O:11].S(=O)(=O)(O)O.[CH3:18]O. (3) Given the product [CH3:11][C:10]([CH3:13])([CH3:12])[C:9]([NH:8][C:4]1[CH:5]=[N:6][CH:7]=[C:2]([C:22]2[CH:21]=[C:20]3[C:25](=[CH:24][CH:23]=2)[N:16]([CH3:15])[C:17](=[O:35])[CH2:18][CH2:19]3)[CH:3]=1)=[O:14], predict the reactants needed to synthesize it. The reactants are: Br[C:2]1[CH:3]=[C:4]([NH:8][C:9](=[O:14])[C:10]([CH3:13])([CH3:12])[CH3:11])[CH:5]=[N:6][CH:7]=1.[CH3:15][N:16]1[C:25]2[C:20](=[CH:21][C:22](B3OC(C)(C)C(C)(C)O3)=[CH:23][CH:24]=2)[CH2:19][CH2:18][C:17]1=[O:35].CN(C=O)C.C([O-])([O-])=O.[Na+].[Na+]. (4) Given the product [NH2:21][C:18]1[CH:17]=[CH:16][C:15]([C:9]([P:4](=[O:3])([OH:5])[OH:8])([OH:12])[PH2:10]=[O:11])=[CH:20][CH:19]=1, predict the reactants needed to synthesize it. The reactants are: C([O:3][P:4]([C:9]([C:15]1[CH:20]=[CH:19][C:18]([NH2:21])=[CH:17][CH:16]=1)([O:12]CC)[PH2:10]=[O:11])(=[O:8])[O:5]CC)C.